This data is from Forward reaction prediction with 1.9M reactions from USPTO patents (1976-2016). The task is: Predict the product of the given reaction. (1) Given the reactants [C:1]([O:8][CH3:9])(=[O:7])/[CH:2]=[CH:3]/[C:4]([OH:6])=[O:5].O[CH2:11][NH:12][C:13](=[O:16])[CH2:14]Cl.CN1[C:22](=[O:23])CCC1, predict the reaction product. The product is: [C:4]([O:6][CH2:14][C:13](=[O:16])[N:12]([O:23][CH3:22])[CH3:11])(=[O:5])/[CH:3]=[CH:2]/[C:1]([O:8][CH3:9])=[O:7]. (2) Given the reactants Cl[C:2]1[N:7]=[C:6]([C:8]2[S:9][CH:10]=[CH:11][CH:12]=2)[CH:5]=[CH:4][N:3]=1.[NH2:13][C:14]1[CH:22]=[CH:21][C:17]([C:18]([OH:20])=[O:19])=[C:16]([Cl:23])[CH:15]=1.CC1(C)C2C(=C(P(C3C=CC=CC=3)C3C=CC=CC=3)C=CC=2)OC2C(P(C3C=CC=CC=3)C3C=CC=CC=3)=CC=CC1=2.C([O-])([O-])=O.[Cs+].[Cs+], predict the reaction product. The product is: [Cl:23][C:16]1[CH:15]=[C:14]([NH:13][C:2]2[N:7]=[C:6]([C:8]3[S:9][CH:10]=[CH:11][CH:12]=3)[CH:5]=[CH:4][N:3]=2)[CH:22]=[CH:21][C:17]=1[C:18]([OH:20])=[O:19]. (3) Given the reactants C(OC(=O)[NH:7][CH2:8][C:9]1[CH:14]=[CH:13][C:12]([CH2:15][N:16]([S:27]([C:30]2[CH:35]=[CH:34][CH:33]=[CH:32][C:31]=2[N+:36]([O-:38])=[O:37])(=[O:29])=[O:28])[CH:17]2[CH2:26][C:25]3[N:24]=[CH:23][CH:22]=[CH:21][C:20]=3[CH2:19][CH2:18]2)=[CH:11][CH:10]=1)(C)(C)C.C(O)(C(F)(F)F)=O, predict the reaction product. The product is: [NH2:7][CH2:8][C:9]1[CH:10]=[CH:11][C:12]([CH2:15][N:16]([CH:17]2[CH2:26][C:25]3[N:24]=[CH:23][CH:22]=[CH:21][C:20]=3[CH2:19][CH2:18]2)[S:27]([C:30]2[CH:35]=[CH:34][CH:33]=[CH:32][C:31]=2[N+:36]([O-:38])=[O:37])(=[O:28])=[O:29])=[CH:13][CH:14]=1. (4) The product is: [CH:1]([C:4]1[CH:5]=[CH:6][C:7]([CH3:51])=[C:8]([N:10]2[CH2:50][CH2:49][C:13]3[N:14]=[C:15]([C:29]4[CH:37]=[CH:36][CH:35]=[C:34]5[C:30]=4[C:31]([CH3:48])=[CH:32][NH:33]5)[N:16]=[C:17]([N:18]4[CH2:23][CH2:22][N:21]([CH2:24][C:25]([NH2:27])=[O:26])[CH2:20][C@H:19]4[CH3:28])[C:12]=3[CH2:11]2)[CH:9]=1)([CH3:3])[CH3:2]. Given the reactants [CH:1]([C:4]1[CH:5]=[CH:6][C:7]([CH3:51])=[C:8]([N:10]2[CH2:50][CH2:49][C:13]3[N:14]=[C:15]([C:29]4[CH:37]=[CH:36][CH:35]=[C:34]5[C:30]=4[C:31]([CH3:48])=[CH:32][N:33]5S(C4C=CC(C)=CC=4)(=O)=O)[N:16]=[C:17]([N:18]4[CH2:23][CH2:22][N:21]([CH2:24][C:25]([NH2:27])=[O:26])[CH2:20][C@H:19]4[CH3:28])[C:12]=3[CH2:11]2)[CH:9]=1)([CH3:3])[CH3:2].[OH-].[NH4+].[OH-].[K+], predict the reaction product. (5) Given the reactants [C:1]([Si:5]([CH3:31])([CH3:30])[O:6][C@H:7]1[CH2:11][CH2:10][C@H:9]([NH:12][C:13]2[C:18]([CH2:19][NH:20][C:21]3[CH:26]=[CH:25][C:24]([CH2:27][CH3:28])=[CH:23][CH:22]=3)=[CH:17][N:16]=[C:15]([Cl:29])[N:14]=2)[CH2:8]1)([CH3:4])([CH3:3])[CH3:2].C(N(CC)CC)C.[C:39](Cl)(Cl)=[O:40].C1(C)C=CC=CC=1, predict the reaction product. The product is: [C:1]([Si:5]([CH3:31])([CH3:30])[O:6][C@H:7]1[CH2:11][CH2:10][C@H:9]([N:12]2[C:13]3=[N:14][C:15]([Cl:29])=[N:16][CH:17]=[C:18]3[CH2:19][N:20]([C:21]3[CH:26]=[CH:25][C:24]([CH2:27][CH3:28])=[CH:23][CH:22]=3)[C:39]2=[O:40])[CH2:8]1)([CH3:3])([CH3:2])[CH3:4]. (6) The product is: [OH:3][CH2:4][CH2:5][O:6][NH:7][C:8]([C:10]1[N:11]=[CH:12][C:13]2[N:14]([CH:25]=[N:26][CH:27]=2)[C:15]=1[NH:16][C:17]1[CH:22]=[CH:21][C:20]([I:23])=[CH:19][C:18]=1[F:24])=[O:9]. Given the reactants C([O:3][CH2:4][CH2:5][O:6][NH:7][C:8]([C:10]1[N:11]=[CH:12][C:13]2[N:14]([CH:25]=[N:26][CH:27]=2)[C:15]=1[NH:16][C:17]1[CH:22]=[CH:21][C:20]([I:23])=[CH:19][C:18]=1[F:24])=[O:9])=C.Cl.O1CCOCC1, predict the reaction product. (7) The product is: [NH2:24][CH2:23][C:20]1[S:21][CH:22]=[C:18]([C:9]2[CH:10]=[C:11]([C:14]([CH3:15])([CH3:16])[CH3:17])[C:12]([OH:13])=[C:7]([C:3]([CH3:6])([CH3:5])[CH3:4])[CH:8]=2)[N:19]=1. Given the reactants [OH-].[K+].[C:3]([C:7]1[CH:8]=[C:9]([C:18]2[N:19]=[C:20]([CH2:23][NH:24]C(=O)OCC3C=CC=CC=3)[S:21][CH:22]=2)[CH:10]=[C:11]([C:14]([CH3:17])([CH3:16])[CH3:15])[C:12]=1[OH:13])([CH3:6])([CH3:5])[CH3:4], predict the reaction product. (8) Given the reactants [Li+].[OH-].[Cl:3][C:4]1[C:8]([Cl:9])=[C:7]([CH3:10])[NH:6][C:5]=1[C:11]([NH:13][C:14]1[CH:19]=[CH:18][C:17]([C:20]2[CH:21]=[N:22][CH:23]=[C:24]([CH:30]=2)[C:25]([O:27]CC)=[O:26])=[CH:16][CH:15]=1)=[O:12].Cl, predict the reaction product. The product is: [Cl:3][C:4]1[C:8]([Cl:9])=[C:7]([CH3:10])[NH:6][C:5]=1[C:11]([NH:13][C:14]1[CH:15]=[CH:16][C:17]([C:20]2[CH:30]=[C:24]([C:25]([OH:27])=[O:26])[CH:23]=[N:22][CH:21]=2)=[CH:18][CH:19]=1)=[O:12].